This data is from Reaction yield outcomes from USPTO patents with 853,638 reactions. The task is: Predict the reaction yield, written as a fraction of the theoretical maximum amount of product (1.0 means a 100% yield; for example, 0.34 means a 34% yield). (1) The catalyst is ClCCl.[Ti](Cl)(Cl)(Cl)Cl.CCOC(C)=O. The yield is 0.400. The reactants are [Cl:1][C:2]1[N:7]=[C:6]([Cl:8])[C:5]([NH2:9])=[CH:4][N:3]=1.[CH3:10][C:11]([O:15]C1CCCCO1)([CH3:14])[CH:12]=O.C([BH3-])#N.[Na+].C([O-])(O)=O.[Na+]. The product is [Cl:1][C:2]1[N:7]=[C:6]([Cl:8])[C:5]([NH:9][CH2:10][C:11]([CH3:14])([OH:15])[CH3:12])=[CH:4][N:3]=1. (2) The product is [C:19]1([C:18]2[O:25][C:13]([C:9]3[N:8]=[C:7]([C:1]4[CH:2]=[CH:3][CH:4]=[CH:5][CH:6]=4)[CH:12]=[CH:11][CH:10]=3)=[N:14][N:15]=2)[CH:24]=[CH:23][CH:22]=[CH:21][CH:20]=1. The reactants are [C:1]1([C:7]2[CH:12]=[CH:11][CH:10]=[C:9]([C:13]3[N:14]=[N:15]NN=3)[N:8]=2)[CH:6]=[CH:5][CH:4]=[CH:3][CH:2]=1.[C:18](Cl)(=[O:25])[C:19]1[CH:24]=[CH:23][CH:22]=[CH:21][CH:20]=1.O.[OH-].[Na+]. The catalyst is N1C=CC=CC=1. The yield is 0.910. (3) The reactants are [C:1]([NH:11][CH2:12][C:13]([OH:15])=O)([O:3][CH2:4][C:5]1[CH:10]=[CH:9][CH:8]=[CH:7][CH:6]=1)=[O:2].CCN=C=NCCCN(C)C.C1C=CC2N(O)N=NC=2C=1.CCN(C(C)C)C(C)C.[Si:46]([O:53][CH2:54][CH2:55][N:56]([CH2:71][C:72](=[O:96])[N:73]([CH2:86][CH2:87][O:88][Si:89]([C:92]([CH3:95])([CH3:94])[CH3:93])([CH3:91])[CH3:90])[CH2:74][CH2:75][C:76]([O:78][CH2:79][C:80]1[CH:85]=[CH:84][CH:83]=[CH:82][CH:81]=1)=[O:77])[C:57](=[O:70])[CH2:58][NH:59][CH2:60][CH2:61][O:62][Si:63]([CH3:69])([CH3:68])[C:64]([CH3:67])([CH3:66])[CH3:65])([C:49]([CH3:52])([CH3:51])[CH3:50])([CH3:48])[CH3:47]. The catalyst is C(Cl)Cl. The product is [Si:63]([O:62][CH2:61][CH2:60][N:59]([CH2:58][C:57](=[O:70])[N:56]([CH2:55][CH2:54][O:53][Si:46]([C:49]([CH3:52])([CH3:51])[CH3:50])([CH3:47])[CH3:48])[CH2:71][C:72](=[O:96])[N:73]([CH2:86][CH2:87][O:88][Si:89]([C:92]([CH3:93])([CH3:94])[CH3:95])([CH3:90])[CH3:91])[CH2:74][CH2:75][C:76]([O:78][CH2:79][C:80]1[CH:81]=[CH:82][CH:83]=[CH:84][CH:85]=1)=[O:77])[C:13](=[O:15])[CH2:12][NH:11][C:1](=[O:2])[O:3][CH2:4][C:5]1[CH:6]=[CH:7][CH:8]=[CH:9][CH:10]=1)([C:64]([CH3:67])([CH3:65])[CH3:66])([CH3:69])[CH3:68]. The yield is 0.380. (4) The reactants are [C:1]([C:5]1[CH:13]=[CH:12][C:8]([C:9](Cl)=[O:10])=[CH:7][CH:6]=1)([CH3:4])([CH3:3])[CH3:2].[I:14][C:15]1[CH:16]=[CH:17][C:18]2[N:19]([CH:21]=[C:22]([NH2:24])[N:23]=2)[CH:20]=1.C(N(CC)CC)C. The catalyst is C1COCC1. The product is [C:1]([C:5]1[CH:13]=[CH:12][C:8]([C:9]([NH:24][C:22]2[N:23]=[C:18]3[CH:17]=[CH:16][C:15]([I:14])=[CH:20][N:19]3[CH:21]=2)=[O:10])=[CH:7][CH:6]=1)([CH3:4])([CH3:3])[CH3:2]. The yield is 0.690. (5) The product is [N:1]1([C:6]2[C:11]([CH:12]3[CH2:13][CH:28]3[C:27]([O:26][CH2:24][CH3:25])=[O:31])=[CH:10][CH:9]=[C:8]([C:14]([F:17])([F:15])[F:16])[N:7]=2)[CH2:2][CH2:3][CH2:4][CH2:5]1. The catalyst is C1(C)C=CC=CC=1. The reactants are [N:1]1([C:6]2[C:11]([CH:12]=[CH2:13])=[CH:10][CH:9]=[C:8]([C:14]([F:17])([F:16])[F:15])[N:7]=2)[CH2:5][CH2:4][CH2:3][CH2:2]1.CN1C=CN=C1.[CH2:24]([O:26][C:27](=[O:31])[CH:28]=[N+]=[N-])[CH3:25]. The yield is 0.930.